Dataset: Full USPTO retrosynthesis dataset with 1.9M reactions from patents (1976-2016). Task: Predict the reactants needed to synthesize the given product. (1) The reactants are: C(N(CC)CC)C.Cl.[CH3:9][O:10][C:11](=[O:17])[C@@H:12]1[CH2:16][CH2:15][CH2:14][NH:13]1.Cl[C:19]1[N:24]=[C:23]([O:25][C:26]2[CH:52]=[CH:51][C:50]([F:53])=[CH:49][C:27]=2[CH2:28][NH:29][C:30]([NH:32][C:33]2[N:37]([C:38]3[CH:43]=[CH:42][C:41]([CH3:44])=[CH:40][CH:39]=3)[N:36]=[C:35]([C:45]([CH3:48])([CH3:47])[CH3:46])[CH:34]=2)=[O:31])[CH:22]=[CH:21][N:20]=1.C(=O)([O-])[O-].[Na+].[Na+]. Given the product [CH3:9][O:10][C:11]([C@@H:12]1[CH2:16][CH2:15][CH2:14][N:13]1[C:19]1[N:24]=[C:23]([O:25][C:26]2[CH:52]=[CH:51][C:50]([F:53])=[CH:49][C:27]=2[CH2:28][NH:29][C:30]([NH:32][C:33]2[N:37]([C:38]3[CH:39]=[CH:40][C:41]([CH3:44])=[CH:42][CH:43]=3)[N:36]=[C:35]([C:45]([CH3:48])([CH3:47])[CH3:46])[CH:34]=2)=[O:31])[CH:22]=[CH:21][N:20]=1)=[O:17], predict the reactants needed to synthesize it. (2) Given the product [NH2:1][C:2]1[N:6]([CH2:7][CH2:8][CH2:9][CH3:10])[C:5]([S:33][C:30]2[S:31][C:32]3[C:24]([Cl:23])=[CH:25][CH:26]=[CH:27][C:28]=3[N:29]=2)=[N:4][C:3]=1[C:12]([NH2:14])=[O:13], predict the reactants needed to synthesize it. The reactants are: [NH2:1][C:2]1[N:6]([CH2:7][CH2:8][CH2:9][CH3:10])[C:5](Br)=[N:4][C:3]=1[C:12]([NH2:14])=[O:13].CC(C)([O-])C.[K+].[Br-].[Li+].[Cl:23][C:24]1[C:32]2[S:31][C:30]([SH:33])=[N:29][C:28]=2[CH:27]=[CH:26][CH:25]=1. (3) Given the product [CH2:33]([O:32][P:28]([CH2:27][CH2:26][CH2:25][O:1][C:2]1[CH:17]=[CH:16][C:5]([CH2:6][CH2:7][NH:8][C:9](=[O:15])[O:10][C:11]([CH3:14])([CH3:12])[CH3:13])=[CH:4][CH:3]=1)([O:29][CH2:30][CH3:31])=[O:35])[CH3:34], predict the reactants needed to synthesize it. The reactants are: [OH:1][C:2]1[CH:17]=[CH:16][C:5]([CH2:6][CH2:7][NH:8][C:9](=[O:15])[O:10][C:11]([CH3:14])([CH3:13])[CH3:12])=[CH:4][CH:3]=1.C(=O)([O-])[O-].[Cs+].[Cs+].Br[CH2:25][CH2:26][CH2:27][P:28](=[O:35])([O:32][CH2:33][CH3:34])[O:29][CH2:30][CH3:31]. (4) Given the product [CH3:1][O:2][CH2:3][C:4]1[CH:5]=[C:6]([N:10]([CH2:22][C:21]2[CH:24]=[CH:25][CH:26]=[C:19]([O:18][C:14]([F:27])([F:13])[CH:15]([F:17])[F:16])[CH:20]=2)[CH2:49][CH:48]([OH:50])[C:47]([F:52])([F:51])[F:46])[CH:7]=[CH:8][CH:9]=1, predict the reactants needed to synthesize it. The reactants are: [CH3:1][O:2][CH2:3][C:4]1[CH:5]=[C:6]([N+:10]([O-])=O)[CH:7]=[CH:8][CH:9]=1.[F:13][C:14]([F:27])([O:18][C:19]1[CH:20]=[C:21]([CH:24]=[CH:25][CH:26]=1)[CH:22]=O)[CH:15]([F:17])[F:16].C(O)(=O)C.[BH-](OC(C)=O)(OC(C)=O)OC(C)=O.[Na+].[F:46][C:47]([F:52])([F:51])[CH:48]1[O:50][CH2:49]1. (5) Given the product [Cl:8][C:9]1[CH:17]=[CH:16][CH:15]=[C:14]2[C:10]=1[C:11]([C:25](=[O:26])[CH:27]([NH:34][C:35]1[CH:40]=[CH:39][CH:38]=[C:37]([O:41][CH3:42])[CH:36]=1)[C:28]1[CH:29]=[CH:30][CH:31]=[CH:32][CH:33]=1)=[CH:12][NH:13]2, predict the reactants needed to synthesize it. The reactants are: C(N(CC)CC)C.[Cl:8][C:9]1[CH:17]=[CH:16][CH:15]=[C:14]2[C:10]=1[C:11]([CH:25]=[O:26])=[CH:12][N:13]2C(OC(C)(C)C)=O.[CH:27](=[N:34][C:35]1[CH:40]=[CH:39][CH:38]=[C:37]([O:41][CH3:42])[CH:36]=1)[C:28]1[CH:33]=[CH:32][CH:31]=[CH:30][CH:29]=1. (6) Given the product [F:55][C:17]([F:16])([F:54])[C:18]([N:20]([C@H:33]1[CH2:38][CH2:37][C@H:36]([CH:39]([NH:40][S:42]([C:45]2[CH:50]=[CH:49][CH:48]=[CH:47][C:46]=2[N+:51]([O-:53])=[O:52])(=[O:43])=[O:44])[CH2:41][N:10]2[C:11]3[C:6](=[N:5][CH:4]=[C:3]([O:2][CH3:1])[CH:12]=3)[CH:7]=[CH:8][C:9]2=[O:13])[CH2:35][CH2:34]1)[CH2:21][C:22]1[CH:23]=[CH:24][C:25]2[O:26][CH2:27][C:28](=[O:32])[NH:29][C:30]=2[N:31]=1)=[O:19], predict the reactants needed to synthesize it. The reactants are: [CH3:1][O:2][C:3]1[CH:12]=[C:11]2[C:6]([CH:7]=[CH:8][C:9](=[O:13])[NH:10]2)=[N:5][CH:4]=1.[H-].[Na+].[F:16][C:17]([F:55])([F:54])[C:18]([N:20]([C@H:33]1[CH2:38][CH2:37][C@H:36]([CH:39]2[CH2:41][N:40]2[S:42]([C:45]2[CH:50]=[CH:49][CH:48]=[CH:47][C:46]=2[N+:51]([O-:53])=[O:52])(=[O:44])=[O:43])[CH2:35][CH2:34]1)[CH2:21][C:22]1[CH:23]=[CH:24][C:25]2[O:26][CH2:27][C:28](=[O:32])[NH:29][C:30]=2[N:31]=1)=[O:19]. (7) Given the product [NH2:18][CH2:17][C:16]1[C:11]([NH:10][CH:7]([CH3:9])[CH3:8])=[N:12][C:13]([S:19][CH3:20])=[N:14][CH:15]=1, predict the reactants needed to synthesize it. The reactants are: [H-].[H-].[H-].[H-].[Li+].[Al+3].[CH:7]([NH:10][C:11]1[C:16]([C:17]#[N:18])=[CH:15][N:14]=[C:13]([S:19][CH3:20])[N:12]=1)([CH3:9])[CH3:8].S([O-])([O-])(=O)=O.[NH4+].[NH4+]. (8) Given the product [OH:1][CH2:2][C:3]1[C:4]([CH3:17])=[C:5]([OH:13])[C:6]([CH3:12])=[N:7][C:8]=1[CH2:9][CH2:10][CH3:11], predict the reactants needed to synthesize it. The reactants are: [OH:1][CH2:2][C:3]1[C:4]([CH3:17])=[C:5]([O:13]C(=O)C)[C:6]([CH3:12])=[N:7][C:8]=1[CH2:9][CH2:10][CH3:11]. (9) Given the product [Cl:1][C:2]1[CH:8]=[CH:7][CH:6]=[CH:5][C:3]=1[NH:4][C:12](=[O:13])[C:11]1[CH:22]=[CH:23][CH:24]=[N:25][C:10]=1[F:9], predict the reactants needed to synthesize it. The reactants are: [Cl:1][C:2]1[CH:8]=[CH:7][CH:6]=[CH:5][C:3]=1[NH2:4].[F:9][C:10]1[N:25]=[CH:24][CH:23]=[CH:22][C:11]=1[C:12](NC1C=CC=CC=1C)=[O:13]. (10) Given the product [S:20]([C:23]1[CH:29]=[CH:28][C:26]([CH3:27])=[CH:25][CH:24]=1)([O:8][CH2:7][CH2:6][C:5]1[CH:9]=[CH:10][CH:11]=[CH:12][C:4]=1[N+:1]([O-:3])=[O:2])(=[O:22])=[O:21], predict the reactants needed to synthesize it. The reactants are: [N+:1]([C:4]1[CH:12]=[CH:11][CH:10]=[CH:9][C:5]=1[CH2:6][CH2:7][OH:8])([O-:3])=[O:2].C(N(CC)CC)C.[S:20](Cl)([C:23]1[CH:29]=[CH:28][C:26]([CH3:27])=[CH:25][CH:24]=1)(=[O:22])=[O:21].